The task is: Predict the product of the given reaction.. This data is from Forward reaction prediction with 1.9M reactions from USPTO patents (1976-2016). (1) Given the reactants [CH2:1]([N:3]([CH2:17][CH3:18])[CH2:4][CH2:5][NH:6][C:7]1[C:8]([NH2:16])=[CH:9][C:10]([N+:13]([O-:15])=[O:14])=[CH:11][CH:12]=1)[CH3:2].[CH2:19]([O:21][C:22]1[CH:27]=[CH:26][C:25]([CH2:28][C:29](O)=[O:30])=[CH:24][CH:23]=1)[CH3:20].C(OC1C=CC2C(=CC=CC=2)N1C(OCC)=O)C, predict the reaction product. The product is: [CH2:17]([N:3]([CH2:1][CH3:2])[CH2:4][CH2:5][NH:6][C:7]1[CH:12]=[CH:11][C:10]([N+:13]([O-:15])=[O:14])=[CH:9][C:8]=1[NH:16][C:29](=[O:30])[CH2:28][C:25]1[CH:26]=[CH:27][C:22]([O:21][CH2:19][CH3:20])=[CH:23][CH:24]=1)[CH3:18]. (2) Given the reactants O.[OH-].[Li+].[Cl:4][C:5]1[CH:10]=[CH:9][C:8]([C:11](=[N:19][O:20][CH3:21])[CH2:12][CH2:13][C:14]([O:16]CC)=[O:15])=[CH:7][CH:6]=1, predict the reaction product. The product is: [Cl:4][C:5]1[CH:10]=[CH:9][C:8]([C:11](=[N:19][O:20][CH3:21])[CH2:12][CH2:13][C:14]([OH:16])=[O:15])=[CH:7][CH:6]=1. (3) Given the reactants [OH:1][B:2]1[C:6]2[CH:7]=[C:8]([NH:11][S:12]([C:15]3[CH:20]=[CH:19][C:18]([O:21]C)=[CH:17][C:16]=3[CH2:23]O)(=[O:14])=[O:13])[CH:9]=[CH:10][C:5]=2[CH2:4][O:3]1.B(Br)(Br)[Br:26], predict the reaction product. The product is: [Br:26][CH2:23][C:16]1[CH:17]=[C:18]([OH:21])[CH:19]=[CH:20][C:15]=1[S:12]([NH:11][C:8]1[CH:9]=[CH:10][C:5]2[CH2:4][O:3][B:2]([OH:1])[C:6]=2[CH:7]=1)(=[O:14])=[O:13]. (4) Given the reactants C([O:5][C:6](=[O:19])[CH2:7][O:8][C:9]1[CH:14]=[CH:13][C:12]([C:15]#[N:16])=[CH:11][C:10]=1[C:17]#[CH:18])(C)(C)C.Br[C:21]1[CH:22]=[C:23]([S:27]([CH3:30])(=[O:29])=[O:28])[CH:24]=[N:25][CH:26]=1, predict the reaction product. The product is: [C:15]([C:12]1[CH:13]=[CH:14][C:9]([O:8][CH2:7][C:6]([OH:5])=[O:19])=[C:10]([C:17]#[C:18][C:21]2[CH:26]=[N:25][CH:24]=[C:23]([S:27]([CH3:30])(=[O:29])=[O:28])[CH:22]=2)[CH:11]=1)#[N:16]. (5) Given the reactants [CH3:1][O:2][C:3](=[O:21])[CH2:4][CH2:5][C:6]1[CH:11]=[CH:10][C:9]([O:12][C:13]2[CH:18]=[CH:17][CH:16]=[C:15](Br)[CH:14]=2)=[CH:8][C:7]=1[CH3:20].[Cl:22][C:23]1[CH:28]=[CH:27][C:26]([OH:29])=[C:25]([O:30][C:31]2[CH:36]=[CH:35][CH:34]=[CH:33][C:32]=2[F:37])[CH:24]=1.CC(C)(C(=O)CC(=O)C(C)(C)C)C.C(=O)([O-])[O-].[Cs+].[Cs+], predict the reaction product. The product is: [CH3:1][O:2][C:3](=[O:21])[CH2:4][CH2:5][C:6]1[CH:11]=[CH:10][C:9]([O:12][C:13]2[CH:18]=[CH:17][CH:16]=[C:15]([O:29][C:26]3[CH:27]=[CH:28][C:23]([Cl:22])=[CH:24][C:25]=3[O:30][C:31]3[CH:36]=[CH:35][CH:34]=[CH:33][C:32]=3[F:37])[CH:14]=2)=[CH:8][C:7]=1[CH3:20]. (6) Given the reactants CON(C)S([C:7]1[CH:12]=[CH:11][C:10]([C:13](=O)[CH:14](C)[C:15]([O:17][CH3:18])=[O:16])=[CH:9][CH:8]=1)(=O)=O.O.NN.[CH2:25](O)C, predict the reaction product. The product is: [CH3:11][CH2:12][CH2:7][CH2:8][CH2:9][CH2:10][CH3:13].[C:15]([O:17][CH2:18][CH3:25])(=[O:16])[CH3:14]. (7) Given the reactants [N+:1]([C:4]1[CH:9]=[CH:8][C:7]([N:10]2[CH2:14][CH2:13][CH:12]([N:15]([CH3:17])[CH3:16])[CH2:11]2)=[CH:6][CH:5]=1)([O-:3])=[O:2].C[I:19].[CH2:20](OCC)C, predict the reaction product. The product is: [I-:19].[N+:1]([C:4]1[CH:9]=[CH:8][C:7]([N:10]2[CH2:14][CH2:13][CH:12]([N+:15]([CH3:20])([CH3:17])[CH3:16])[CH2:11]2)=[CH:6][CH:5]=1)([O-:3])=[O:2]. (8) Given the reactants [Br:1][C:2]1[CH:10]=[CH:9][C:5]([C:6](Cl)=[O:7])=[CH:4][CH:3]=1.[CH3:11][NH:12][CH3:13], predict the reaction product. The product is: [Br:1][C:2]1[CH:10]=[CH:9][C:5]([C:6]([N:12]([CH3:13])[CH3:11])=[O:7])=[CH:4][CH:3]=1. (9) The product is: [C:60]([S:56][CH2:55][CH2:54][NH:53][C:51](=[O:52])[CH2:50][CH2:49][NH:48][C:46](=[O:47])[C@H:45]([OH:57])[C:11]([CH3:10])([CH3:12])[CH2:13][O:14][P:15]([OH:17])(=[O:16])[O:18][P:19]([OH:21])(=[O:20])[O:22][CH2:23][C@H:24]1[O:28][C@@H:27]([N:29]2[C:33]3[N:34]=[CH:35][N:36]=[C:37]([NH2:38])[C:32]=3[N:31]=[CH:30]2)[C@H:26]([OH:39])[C@@H:25]1[O:40][P:41]([OH:44])([OH:43])=[O:42])(=[O:59])/[CH:61]=[CH:62]/[CH3:63]. Given the reactants C(O)C(N)(CO)CO.Cl.[CH3:10][C:11]([C@@H:45]([OH:57])[C:46]([NH:48][CH2:49][CH2:50][C:51]([NH:53][CH2:54][CH2:55][SH:56])=[O:52])=[O:47])([CH2:13][O:14][P:15]([O:18][P:19]([O:22][CH2:23][C@H:24]1[O:28][C@@H:27]([N:29]2[C:33]3[N:34]=[CH:35][N:36]=[C:37]([NH2:38])[C:32]=3[N:31]=[CH:30]2)[C@H:26]([OH:39])[C@@H:25]1[O:40][P:41]([OH:44])([OH:43])=[O:42])([OH:21])=[O:20])([OH:17])=[O:16])[CH3:12].C[O:59][C:60]1C(O)=C(OC)[CH:63]=[C:62](/C=C/C(O)=O)[CH:61]=1, predict the reaction product.